Dataset: Reaction yield outcomes from USPTO patents with 853,638 reactions. Task: Predict the reaction yield, written as a fraction of the theoretical maximum amount of product (1.0 means a 100% yield; for example, 0.34 means a 34% yield). (1) The reactants are I[C:2]1[CH:7]=[C:6]([CH3:8])[C:5]([C:9]2[N:10]=[C:11]([NH:14][C:15](=[O:22])[C:16]3[CH:21]=[CH:20][N:19]=[CH:18][CH:17]=3)[S:12][CH:13]=2)=[C:4]([CH3:23])[CH:3]=1.[CH3:24][N:25]([CH3:36])[CH2:26][CH2:27][O:28][C:29]1[N:30]=[CH:31][C:32]([SH:35])=[N:33][CH:34]=1.C(=O)([O-])[O-].[K+].[K+]. The catalyst is CN(C=O)C.[Cu](I)I. The product is [CH3:24][N:25]([CH3:36])[CH2:26][CH2:27][O:28][C:29]1[N:30]=[CH:31][C:32]([S:35][C:2]2[CH:7]=[C:6]([CH3:8])[C:5]([C:9]3[N:10]=[C:11]([NH:14][C:15](=[O:22])[C:16]4[CH:21]=[CH:20][N:19]=[CH:18][CH:17]=4)[S:12][CH:13]=3)=[C:4]([CH3:23])[CH:3]=2)=[N:33][CH:34]=1. The yield is 0.470. (2) The reactants are Br[C:2]1[C:3]2[C:7]([CH:8]=[CH:9][C:10]=1[F:11])=[N:6][N:5]1[C:12]([CH:17]3[CH2:22][CH2:21][N:20]([C:23]([O:25][C:26]([CH3:29])([CH3:28])[CH3:27])=[O:24])[CH2:19][CH2:18]3)=[CH:13][C:14](=[O:16])[NH:15][C:4]=21.[F:30][C:31]1[CH:36]=[CH:35][CH:34]=[CH:33][C:32]=1B(O)O.P([O-])([O-])([O-])=O.[K+].[K+].[K+]. The catalyst is O1CCCC1.C(OCC)(=O)C. The product is [F:11][C:10]1[CH:9]=[CH:8][C:7]2[C:3](=[C:4]3[NH:15][C:14](=[O:16])[CH:13]=[C:12]([CH:17]4[CH2:22][CH2:21][N:20]([C:23]([O:25][C:26]([CH3:29])([CH3:28])[CH3:27])=[O:24])[CH2:19][CH2:18]4)[N:5]3[N:6]=2)[C:2]=1[C:32]1[CH:33]=[CH:34][CH:35]=[CH:36][C:31]=1[F:30]. The yield is 0.570. (3) The reactants are [Br:1][C:2]1[CH:7]=[CH:6][C:5]([CH:8]([NH:21][C:22]([N:24]2[CH2:29][CH2:28][C:27]([F:31])([F:30])[CH2:26][CH2:25]2)=O)[C:9]([C@@H:11]2[CH2:16][CH2:15][CH2:14][CH2:13][C@H:12]2[C:17]([O:19][CH3:20])=[O:18])=[O:10])=[CH:4][CH:3]=1. The catalyst is O=P(Cl)(Cl)Cl. The product is [Br:1][C:2]1[CH:7]=[CH:6][C:5]([C:8]2[N:21]=[C:22]([N:24]3[CH2:25][CH2:26][C:27]([F:31])([F:30])[CH2:28][CH2:29]3)[O:10][C:9]=2[C@@H:11]2[CH2:16][CH2:15][CH2:14][CH2:13][C@H:12]2[C:17]([O:19][CH3:20])=[O:18])=[CH:4][CH:3]=1. The yield is 0.480. (4) The reactants are [NH2:1][C:2]1[CH:7]=[CH:6][C:5]([Br:8])=[CH:4][C:3]=1[C:9]([C:11]1[CH:16]=[CH:15][N:14]=[CH:13][CH:12]=1)=O.[NH2:17][C:18](N)=[O:19]. The catalyst is CC(O)=O. The product is [Br:8][C:5]1[CH:4]=[C:3]2[C:2](=[CH:7][CH:6]=1)[NH:1][C:18](=[O:19])[N:17]=[C:9]2[C:11]1[CH:16]=[CH:15][N:14]=[CH:13][CH:12]=1. The yield is 0.740. (5) The reactants are [CH2:1]([C@H:4]1[C:7](=[O:8])[N:6]([Si:9]([C:12]([CH3:15])([CH3:14])[CH3:13])([CH3:11])[CH3:10])[C@@H:5]1[C:16]([OH:18])=[O:17])[CH:2]=[CH2:3].CCN=C=NCCCN(C)C.Cl.[CH3:31][O:32][C:33]1[CH:40]=[CH:39][C:36]([CH2:37]O)=[CH:35][CH:34]=1. The catalyst is CN(C1C=CN=CC=1)C.ClCCl. The product is [CH3:31][O:32][C:33]1[CH:40]=[CH:39][C:36]([CH2:37][O:17][C:16]([C@@H:5]2[C@@H:4]([CH2:1][CH:2]=[CH2:3])[C:7](=[O:8])[N:6]2[Si:9]([C:12]([CH3:13])([CH3:14])[CH3:15])([CH3:10])[CH3:11])=[O:18])=[CH:35][CH:34]=1. The yield is 0.490.